From a dataset of NCI-60 drug combinations with 297,098 pairs across 59 cell lines. Regression. Given two drug SMILES strings and cell line genomic features, predict the synergy score measuring deviation from expected non-interaction effect. (1) Drug 1: C1=NC2=C(N=C(N=C2N1C3C(C(C(O3)CO)O)O)F)N. Drug 2: C1C(C(OC1N2C=NC3=C2NC=NCC3O)CO)O. Cell line: NCI-H460. Synergy scores: CSS=0.595, Synergy_ZIP=6.71, Synergy_Bliss=0.425, Synergy_Loewe=-0.543, Synergy_HSA=-2.53. (2) Drug 1: C(CN)CNCCSP(=O)(O)O. Drug 2: CC1C(C(CC(O1)OC2CC(CC3=C2C(=C4C(=C3O)C(=O)C5=C(C4=O)C(=CC=C5)OC)O)(C(=O)CO)O)N)O.Cl. Cell line: K-562. Synergy scores: CSS=36.2, Synergy_ZIP=1.90, Synergy_Bliss=2.30, Synergy_Loewe=-23.2, Synergy_HSA=0.922. (3) Drug 1: C1CC(=O)NC(=O)C1N2CC3=C(C2=O)C=CC=C3N. Drug 2: C(CCl)NC(=O)N(CCCl)N=O. Cell line: HT29. Synergy scores: CSS=5.64, Synergy_ZIP=-0.0765, Synergy_Bliss=3.10, Synergy_Loewe=2.99, Synergy_HSA=1.15. (4) Drug 1: C1CNP(=O)(OC1)N(CCCl)CCCl. Drug 2: C1C(C(OC1N2C=NC3=C2NC=NCC3O)CO)O. Cell line: HCT-15. Synergy scores: CSS=-9.71, Synergy_ZIP=-0.621, Synergy_Bliss=-10.4, Synergy_Loewe=-20.9, Synergy_HSA=-13.1. (5) Drug 1: CCC1(CC2CC(C3=C(CCN(C2)C1)C4=CC=CC=C4N3)(C5=C(C=C6C(=C5)C78CCN9C7C(C=CC9)(C(C(C8N6C)(C(=O)OC)O)OC(=O)C)CC)OC)C(=O)OC)O.OS(=O)(=O)O. Drug 2: C1=NC(=NC(=O)N1C2C(C(C(O2)CO)O)O)N. Cell line: UACC-257. Synergy scores: CSS=3.79, Synergy_ZIP=1.83, Synergy_Bliss=9.55, Synergy_Loewe=-0.476, Synergy_HSA=-0.239. (6) Drug 1: CCC1(CC2CC(C3=C(CCN(C2)C1)C4=CC=CC=C4N3)(C5=C(C=C6C(=C5)C78CCN9C7C(C=CC9)(C(C(C8N6C)(C(=O)OC)O)OC(=O)C)CC)OC)C(=O)OC)O. Drug 2: CNC(=O)C1=NC=CC(=C1)OC2=CC=C(C=C2)NC(=O)NC3=CC(=C(C=C3)Cl)C(F)(F)F. Cell line: UACC62. Synergy scores: CSS=70.4, Synergy_ZIP=4.96, Synergy_Bliss=5.28, Synergy_Loewe=5.27, Synergy_HSA=9.30. (7) Drug 1: CCC1(C2=C(COC1=O)C(=O)N3CC4=CC5=C(C=CC(=C5CN(C)C)O)N=C4C3=C2)O.Cl. Drug 2: C1CCC(C(C1)N)N.C(=O)(C(=O)[O-])[O-].[Pt+4]. Cell line: OVCAR-4. Synergy scores: CSS=19.5, Synergy_ZIP=-5.97, Synergy_Bliss=3.24, Synergy_Loewe=3.26, Synergy_HSA=3.88.